This data is from Full USPTO retrosynthesis dataset with 1.9M reactions from patents (1976-2016). The task is: Predict the reactants needed to synthesize the given product. (1) Given the product [N:4]12[CH2:9][CH2:8][CH:7]([CH2:10][CH2:11]1)[CH:6]([C:12]1[C:20]3[C:15](=[CH:16][CH:17]=[C:18]4[NH:21][C:1]([CH3:2])=[N:3][C:19]4=3)[NH:14][CH:13]=1)[CH2:5]2, predict the reactants needed to synthesize it. The reactants are: [CH2:1]([NH2:3])[CH3:2].[N:4]12[CH2:11][CH2:10][CH:7]([CH2:8][CH2:9]1)[CH:6]([C:12]1[C:20]3[C:15](=[CH:16][CH:17]=[C:18]([NH2:21])[CH:19]=3)[NH:14][CH:13]=1)[CH2:5]2. (2) The reactants are: Br[C:2]1[CH:3]=[C:4]([N:8]2[C:16]3[CH:15]=[CH:14][C:13]([CH3:17])=[CH:12][C:11]=3[C:10]3[CH2:18][N:19]([CH3:22])[CH2:20][CH2:21][C:9]2=3)[CH:5]=[CH:6][CH:7]=1.[NH:23]1[CH:27]=[C:26](B(O)O)[CH:25]=[N:24]1.C([O-])([O-])=O.[K+].[K+].O. Given the product [NH:23]1[CH:27]=[C:26]([C:2]2[CH:3]=[C:4]([N:8]3[C:16]4[CH:15]=[CH:14][C:13]([CH3:17])=[CH:12][C:11]=4[C:10]4[CH2:18][N:19]([CH3:22])[CH2:20][CH2:21][C:9]3=4)[CH:5]=[CH:6][CH:7]=2)[CH:25]=[N:24]1, predict the reactants needed to synthesize it. (3) Given the product [Br:1][C:2]1[C:8]([C:9]([F:10])([F:11])[F:12])=[CH:7][C:5]([NH:6][C:14](=[O:16])[CH3:15])=[C:4]([F:13])[CH:3]=1, predict the reactants needed to synthesize it. The reactants are: [Br:1][C:2]1[C:8]([C:9]([F:12])([F:11])[F:10])=[CH:7][C:5]([NH2:6])=[C:4]([F:13])[CH:3]=1.[C:14](OC(=O)C)(=[O:16])[CH3:15]. (4) The reactants are: [CH3:1][O:2][C:3]1[CH:12]=[C:11]2[C:6]([CH:7]=[CH:8][C:9]([S:13]([OH:16])(=O)=[O:14])=[CH:10]2)=[CH:5][CH:4]=1.[Na].P(Cl)(Cl)(Cl)(Cl)[Cl:19]. Given the product [CH3:1][O:2][C:3]1[CH:12]=[C:11]2[C:6]([CH:7]=[CH:8][C:9]([S:13]([Cl:19])(=[O:16])=[O:14])=[CH:10]2)=[CH:5][CH:4]=1, predict the reactants needed to synthesize it. (5) Given the product [F:1][C:2]1[CH:11]=[C:10]([C:12]([C:14]2[CH:23]=[C:22]3[C:17]([C:18]([CH3:27])([CH3:26])[CH:19]=[CH:20][C:21]3([CH3:24])[CH3:25])=[CH:16][C:15]=2[CH3:28])=[CH2:13])[CH:9]=[CH:8][C:3]=1[C:4]([OH:6])=[O:5], predict the reactants needed to synthesize it. The reactants are: [F:1][C:2]1[CH:11]=[C:10]([C:12]([C:14]2[CH:23]=[C:22]3[C:17]([C:18]([CH3:27])([CH3:26])[CH:19]=[CH:20][C:21]3([CH3:25])[CH3:24])=[CH:16][C:15]=2[CH3:28])=[CH2:13])[CH:9]=[CH:8][C:3]=1[C:4]([O:6]C)=[O:5].[OH-].[K+]. (6) Given the product [Cl:34][C:29]1[N:28]=[C:27]([C:4]2[NH:5][C:6]3[C:11]([CH:12]=2)=[CH:10][C:9]([C:13]([O:15][CH2:16][CH3:17])=[O:14])=[CH:8][CH:7]=3)[CH:26]=[CH:25][N:30]=1, predict the reactants needed to synthesize it. The reactants are: B([C:4]1[NH:5][C:6]2[C:11]([CH:12]=1)=[CH:10][C:9]([C:13]([O:15][CH2:16][CH3:17])=[O:14])=[CH:8][CH:7]=2)(O)O.C(=O)([O-])[O-].[Na+].[Na+].Cl[C:25]1[N:30]=[CH:29][N:28]=[C:27](Cl)[CH:26]=1.O=O.[ClH:34]. (7) Given the product [CH3:31][N:2]([CH3:1])[C:3](=[O:30])[CH2:4][N:5]1[C:14]2[C:9](=[N:10][CH:11]=[C:12]([CH2:15][C:16]3[CH:21]=[CH:20][C:19]([F:22])=[CH:18][CH:17]=3)[CH:13]=2)[C:8]([OH:23])=[C:7]([C:24]([NH:32][CH:33]([CH3:36])[CH2:34][OH:35])=[O:25])[C:6]1=[O:29], predict the reactants needed to synthesize it. The reactants are: [CH3:1][N:2]([CH3:31])[C:3](=[O:30])[CH2:4][N:5]1[C:14]2[C:9](=[N:10][CH:11]=[C:12]([CH2:15][C:16]3[CH:21]=[CH:20][C:19]([F:22])=[CH:18][CH:17]=3)[CH:13]=2)[C:8]([OH:23])=[C:7]([C:24](OCC)=[O:25])[C:6]1=[O:29].[NH2:32][CH:33]([CH3:36])[CH2:34][OH:35].